This data is from hERG potassium channel inhibition data for cardiac toxicity prediction from Karim et al.. The task is: Regression/Classification. Given a drug SMILES string, predict its toxicity properties. Task type varies by dataset: regression for continuous values (e.g., LD50, hERG inhibition percentage) or binary classification for toxic/non-toxic outcomes (e.g., AMES mutagenicity, cardiotoxicity, hepatotoxicity). Dataset: herg_karim. The molecule is COCCN1CCC[C@@H](Cn2c(-c3ccccc3C)nc3cn(-c4ccc(Cl)cc4)nc3c2=O)C1. The result is 1 (blocker).